From a dataset of Catalyst prediction with 721,799 reactions and 888 catalyst types from USPTO. Predict which catalyst facilitates the given reaction. Reactant: [Br:1][C:2]1[CH:10]=[CH:9][C:5]2[N:6]=[CH:7][NH:8][C:4]=2[CH:3]=1.[H-].[Na+].[CH3:13][Si:14]([CH3:21])([CH3:20])[CH2:15][CH2:16][O:17][CH2:18]Cl. Product: [Br:1][C:2]1[CH:10]=[CH:9][C:5]2[N:6]([CH2:18][O:17][CH2:16][CH2:15][Si:14]([CH3:21])([CH3:20])[CH3:13])[CH:7]=[N:8][C:4]=2[CH:3]=1. The catalyst class is: 9.